Task: Predict the product of the given reaction.. Dataset: Forward reaction prediction with 1.9M reactions from USPTO patents (1976-2016) (1) The product is: [Cl:39][C:40]1[CH:46]=[C:45]([F:47])[CH:44]=[CH:43][C:41]=1[NH:42][C:14]1[C:15](=[O:38])[C:16](=[O:37])[C:17]=1[NH:18][C:19]1[CH:24]=[CH:23][C:22]([Cl:25])=[C:21]([S:26]([N:29]2[CH2:34][CH2:33][N:32]([CH3:35])[CH2:31][CH2:30]2)(=[O:27])=[O:28])[C:20]=1[OH:36]. Given the reactants C1(C2C=CC=CC=2)C=CC=CC=1.Cl[C:14]1[C:15](=[O:38])[C:16](=[O:37])[C:17]=1[NH:18][C:19]1[CH:24]=[CH:23][C:22]([Cl:25])=[C:21]([S:26]([N:29]2[CH2:34][CH2:33][N:32]([CH3:35])[CH2:31][CH2:30]2)(=[O:28])=[O:27])[C:20]=1[OH:36].[Cl:39][C:40]1[CH:46]=[C:45]([F:47])[CH:44]=[CH:43][C:41]=1[NH2:42].C(N(CC)CC)C.C(Cl)Cl, predict the reaction product. (2) Given the reactants [H-].[H-].[H-].[H-].[Li+].[Al+3].[Br:7][C:8]1[CH:20]=[N:19][C:11]2[NH:12][C:13](=O)[C@H:14]([CH3:17])[NH:15][CH2:16][C:10]=2[CH:9]=1, predict the reaction product. The product is: [Br:7][C:8]1[CH:20]=[N:19][C:11]2[NH:12][CH2:13][C@H:14]([CH3:17])[NH:15][CH2:16][C:10]=2[CH:9]=1. (3) Given the reactants [NH2:1][CH2:2][CH2:3][OH:4].Cl[C:6]1[C:15]([N+:16]([O-:18])=[O:17])=[CH:14][CH:13]=[CH:12][C:7]=1[C:8]([O:10][CH3:11])=[O:9], predict the reaction product. The product is: [OH:4][CH2:3][CH2:2][NH:1][C:6]1[C:15]([N+:16]([O-:18])=[O:17])=[CH:14][CH:13]=[CH:12][C:7]=1[C:8]([O:10][CH3:11])=[O:9]. (4) Given the reactants [CH:1]1([CH2:4][O:5][C:6]2[N:11]=[C:10]([C:12]([OH:14])=O)[CH:9]=[CH:8][C:7]=2[N:15]2[CH2:18][C:17]([F:20])([F:19])[CH2:16]2)[CH2:3][CH2:2]1.[NH2:21][CH:22]([CH:27]1[CH2:32][CH2:31][O:30][CH2:29][CH2:28]1)[CH2:23][C:24]([NH2:26])=[O:25].CN(C(ON1N=NC2C=CC=CC1=2)=[N+](C)C)C.[B-](F)(F)(F)F.CCN(C(C)C)C(C)C, predict the reaction product. The product is: [C:24]([CH2:23][CH:22]([NH:21][C:12]([C:10]1[CH:9]=[CH:8][C:7]([N:15]2[CH2:18][C:17]([F:20])([F:19])[CH2:16]2)=[C:6]([O:5][CH2:4][CH:1]2[CH2:2][CH2:3]2)[N:11]=1)=[O:14])[CH:27]1[CH2:28][CH2:29][O:30][CH2:31][CH2:32]1)(=[O:25])[NH2:26]. (5) The product is: [NH:26]1[C:27]2[C:23](=[CH:22][C:21]([C:8]3[C:6]4=[N:7][C:2]([C:34]5[CH:35]=[C:36]([O:40][CH3:41])[C:37]([O:38][CH3:39])=[C:32]([O:31][CH3:30])[CH:33]=5)=[CH:3][N:4]=[C:5]4[NH:10][CH:9]=3)=[CH:29][CH:28]=2)[CH:24]=[CH:25]1. Given the reactants Br[C:2]1[N:7]=[C:6]2[C:8]([C:21]3[CH:22]=[C:23]4[C:27](=[CH:28][CH:29]=3)[NH:26][CH:25]=[CH:24]4)=[CH:9][N:10](S(C3C=CC(C)=CC=3)(=O)=O)[C:5]2=[N:4][CH:3]=1.[CH3:30][O:31][C:32]1[CH:33]=[C:34](B(O)O)[CH:35]=[C:36]([O:40][CH3:41])[C:37]=1[O:38][CH3:39].C([O-])([O-])=O.[Na+].[Na+], predict the reaction product. (6) The product is: [CH2:24]([C:3]([CH:14]=[O:15])([CH2:1][CH3:2])[C:4]([O:6][CH2:7][C:8]1[CH:13]=[CH:12][CH:11]=[CH:10][CH:9]=1)=[O:5])[CH3:25]. Given the reactants [CH2:1]([C:3]([CH2:24][CH3:25])([C:14](OCC1C=CC=CC=1)=[O:15])[C:4]([O:6][CH2:7][C:8]1[CH:13]=[CH:12][CH:11]=[CH:10][CH:9]=1)=[O:5])[CH3:2].CC(C[AlH]CC(C)C)C, predict the reaction product. (7) Given the reactants [NH2:1][C:2]1[CH:9]=[CH:8][C:5]([C:6]#[N:7])=[CH:4][C:3]=1[N+:10]([O-:12])=[O:11].[N-:13]=[N+:14]=[N-:15].[Na+].Cl, predict the reaction product. The product is: [N+:10]([C:3]1[CH:4]=[C:5]([C:6]2[N:13]=[N:14][NH:15][N:7]=2)[CH:8]=[CH:9][C:2]=1[NH2:1])([O-:12])=[O:11]. (8) Given the reactants [C:1]([C:3](=[CH:9][C:10]1[CH:11]=[N:12][C:13]([NH:16][C:17]2[N:18]=[C:19]3[C:25]([C:26](=[O:31])[C:27]([CH3:30])([CH3:29])[CH3:28])=[CH:24][N:23](COCC[Si](C)(C)C)[C:20]3=[N:21][CH:22]=2)=[CH:14][CH:15]=1)[C:4]([N:6]([CH3:8])[CH3:7])=[O:5])#[N:2].C(O)(C(F)(F)F)=O, predict the reaction product. The product is: [C:1]([C:3](=[CH:9][C:10]1[CH:11]=[N:12][C:13]([NH:16][C:17]2[N:18]=[C:19]3[C:25]([C:26](=[O:31])[C:27]([CH3:29])([CH3:28])[CH3:30])=[CH:24][NH:23][C:20]3=[N:21][CH:22]=2)=[CH:14][CH:15]=1)[C:4]([N:6]([CH3:7])[CH3:8])=[O:5])#[N:2]. (9) Given the reactants [CH2:1]([O:3][C:4]([C:6]1[O:7][C:8]2[CH:14]=[CH:13][C:12]([N+:15]([O-])=O)=[CH:11][C:9]=2[CH:10]=1)=[O:5])[CH3:2].[H][H], predict the reaction product. The product is: [CH2:1]([O:3][C:4]([C:6]1[O:7][C:8]2[CH:14]=[CH:13][C:12]([NH2:15])=[CH:11][C:9]=2[CH:10]=1)=[O:5])[CH3:2]. (10) Given the reactants [CH3:1][Si:2]([C:5]#[C:6][C:7]1[CH2:8][CH2:9][N:10](C(OC(C)(C)C)=O)[CH2:11][CH:12]=1)([CH3:4])[CH3:3].C([Cl:23])(=O)C.CCOC(C)=O, predict the reaction product. The product is: [ClH:23].[CH3:1][Si:2]([C:5]#[C:6][C:7]1[CH2:12][CH2:11][NH:10][CH2:9][CH:8]=1)([CH3:3])[CH3:4].